Dataset: P-glycoprotein inhibition data for predicting drug efflux from Broccatelli et al.. Task: Regression/Classification. Given a drug SMILES string, predict its absorption, distribution, metabolism, or excretion properties. Task type varies by dataset: regression for continuous measurements (e.g., permeability, clearance, half-life) or binary classification for categorical outcomes (e.g., BBB penetration, CYP inhibition). Dataset: pgp_broccatelli. (1) The drug is CC(=O)O[C@H](COc1ccccc1C(=O)CCc1ccccc1)CN1CCCCC1. The result is 1 (inhibitor). (2) The compound is COC(=O)/C=C/c1ccc(-c2nc(-c3ccc(N(C)C)cc3)c(-c3ccc(N(C)C)cc3)[nH]2)cc1. The result is 1 (inhibitor). (3) The molecule is c1ccc(CCc2ccccc2OCc2cccnc2)cc1. The result is 0 (non-inhibitor). (4) The drug is NC[C@H]1O[C@@H](O[C@H]2[C@@H](O)[C@@H](O)[C@H](N)C[C@H]2N)[C@H](N)[C@@H](O)[C@@H]1O. The result is 0 (non-inhibitor). (5) The compound is Clc1ccc([C@H](c2ccccc2Cl)C(Cl)Cl)cc1. The result is 0 (non-inhibitor). (6) The drug is CS(=O)(=O)OCCCCOS(C)(=O)=O. The result is 0 (non-inhibitor). (7) The molecule is COc1cc(C(=O)OC2C[C@@H]3CC[C@H](C2)N3C)ccc1O. The result is 0 (non-inhibitor). (8) The molecule is CCCNC[C@@H](O)COc1ccccc1C(=O)CCc1ccccc1. The result is 1 (inhibitor). (9) The result is 0 (non-inhibitor). The compound is NC[C@H]1O[C@@H](O[C@H]2[C@H](CO)O[C@@H](O[C@H]3[C@@H](O[C@H]4O[C@H](CO)[C@@H](O)[C@@H](O)[C@H]4N)[C@@H](N)C[C@@H](N)[C@@H]3O)[C@@H]2O)[C@@H](N)[C@@H](O)[C@H]1O.